Dataset: Reaction yield outcomes from USPTO patents with 853,638 reactions. Task: Predict the reaction yield, written as a fraction of the theoretical maximum amount of product (1.0 means a 100% yield; for example, 0.34 means a 34% yield). (1) The reactants are [CH3:1][C:2]1[O:6][C:5]([C:7]2[CH:12]=[CH:11][CH:10]=[CH:9][CH:8]=2)=[N:4][C:3]=1[CH2:13][O:14][C:15]1[CH:47]=[CH:46][C:18]2[C:19]([C:40]3[CH:45]=[CH:44][CH:43]=[CH:42][CH:41]=3)=[C:20]([CH2:22][O:23][C:24]3[C:28]([C:29]([O:31]CC)=[O:30])=[CH:27][N:26]([C:34]4[CH:39]=[CH:38][CH:37]=[CH:36][CH:35]=4)[N:25]=3)[O:21][C:17]=2[CH:16]=1.O1CCCC1.[OH-].[Na+].Cl. The catalyst is O.C(O)C. The product is [CH3:1][C:2]1[O:6][C:5]([C:7]2[CH:8]=[CH:9][CH:10]=[CH:11][CH:12]=2)=[N:4][C:3]=1[CH2:13][O:14][C:15]1[CH:47]=[CH:46][C:18]2[C:19]([C:40]3[CH:41]=[CH:42][CH:43]=[CH:44][CH:45]=3)=[C:20]([CH2:22][O:23][C:24]3[C:28]([C:29]([OH:31])=[O:30])=[CH:27][N:26]([C:34]4[CH:35]=[CH:36][CH:37]=[CH:38][CH:39]=4)[N:25]=3)[O:21][C:17]=2[CH:16]=1. The yield is 0.920. (2) The yield is 0.660. The reactants are [C:1]([NH:8][C@H:9]([C:20]([OH:22])=O)[CH2:10][C:11]1[CH:16]=[CH:15][C:14]([N+:17]([O-:19])=[O:18])=[CH:13][CH:12]=1)([O:3][C:4]([CH3:7])([CH3:6])[CH3:5])=[O:2].[CH2:23]([N:25](CC)CC)C.C(OC(Cl)=O)C(C)C.CN. The catalyst is C1COCC1. The product is [C:4]([O:3][C:1](=[O:2])[NH:8][C@H:9]([C:20](=[O:22])[NH:25][CH3:23])[CH2:10][C:11]1[CH:12]=[CH:13][C:14]([N+:17]([O-:19])=[O:18])=[CH:15][CH:16]=1)([CH3:5])([CH3:6])[CH3:7]. (3) The reactants are [O:1]([C:8]1[CH:9]=[C:10]([C:14]23[CH2:21][CH2:20][C:17]([CH2:22][C:23](O)=[O:24])([CH2:18][CH2:19]2)[CH2:16][O:15]3)[CH:11]=[CH:12][CH:13]=1)[C:2]1[CH:7]=[CH:6][CH:5]=[CH:4][CH:3]=1.[H-].[H-].[H-].[H-].[Li+].[Al+3]. The catalyst is C1COCC1. The product is [O:1]([C:8]1[CH:9]=[C:10]([C:14]23[CH2:21][CH2:20][C:17]([CH2:22][CH2:23][OH:24])([CH2:18][CH2:19]2)[CH2:16][O:15]3)[CH:11]=[CH:12][CH:13]=1)[C:2]1[CH:7]=[CH:6][CH:5]=[CH:4][CH:3]=1. The yield is 0.480. (4) The reactants are N1CCCCC1.[CH3:7][O:8][C:9]1[N:14]=[CH:13][C:12]([CH:15]=O)=[CH:11][CH:10]=1.C([CH2:20][C:21]([NH:23][C:24]1[CH:32]=[CH:31][CH:30]=[CH:29][C:25]=1[C:26]([OH:28])=[O:27])=[O:22])(O)=O.CC(O)=O. The catalyst is C1(C)C=CC=CC=1. The product is [CH3:7][O:8][C:9]1[N:14]=[CH:13][C:12](/[CH:15]=[CH:20]/[C:21]([NH:23][C:24]2[CH:32]=[CH:31][CH:30]=[CH:29][C:25]=2[C:26]([OH:28])=[O:27])=[O:22])=[CH:11][CH:10]=1. The yield is 0.560.